The task is: Predict the product of the given reaction.. This data is from Forward reaction prediction with 1.9M reactions from USPTO patents (1976-2016). (1) Given the reactants [F:1][C:2]1[CH:7]=[CH:6][C:5]([C:8]2[CH:9]=[CH:10][CH:11]=[C:12]3[C:16]=2[N:15]([CH2:17][CH2:18][CH3:19])[N:14]=[C:13]3[C:20]2[CH:25]=[CH:24][C:23]([O:26]C)=[CH:22][CH:21]=2)=[CH:4][CH:3]=1.B(Br)(Br)Br, predict the reaction product. The product is: [F:1][C:2]1[CH:7]=[CH:6][C:5]([C:8]2[CH:9]=[CH:10][CH:11]=[C:12]3[C:16]=2[N:15]([CH2:17][CH2:18][CH3:19])[N:14]=[C:13]3[C:20]2[CH:21]=[CH:22][C:23]([OH:26])=[CH:24][CH:25]=2)=[CH:4][CH:3]=1. (2) Given the reactants C([N:8]1[CH:12]=[C:11]([CH2:13][CH2:14][C:15]([OH:17])=[O:16])[N:10]=[N:9]1)C1C=CC=CC=1.C, predict the reaction product. The product is: [NH:8]1[CH:12]=[C:11]([CH2:13][CH2:14][C:15]([OH:17])=[O:16])[N:10]=[N:9]1. (3) Given the reactants F[C:2]1[CH:11]=[C:10]([C:12]2[N:17]=[C:16]3[N:18]([CH2:21][C:22]4[CH:23]=[C:24]5[C:29](=[CH:30][CH:31]=4)[N:28]=[CH:27][CH:26]=[CH:25]5)[N:19]=[N:20][C:15]3=[CH:14][CH:13]=2)[CH:9]=[CH:8][C:3]=1[C:4](NC)=[O:5].C(C1C=CC(B(O)O)=CC=1)=O.C(=O)([O-])[O-].[K+].[K+].O1CCOCC1, predict the reaction product. The product is: [N:28]1[C:29]2[C:24](=[CH:23][C:22]([CH2:21][N:18]3[C:16]4=[N:17][C:12]([C:10]5[CH:9]=[CH:8][C:3]([CH:4]=[O:5])=[CH:2][CH:11]=5)=[CH:13][CH:14]=[C:15]4[N:20]=[N:19]3)=[CH:31][CH:30]=2)[CH:25]=[CH:26][CH:27]=1. (4) Given the reactants [Si]([O:8][CH2:9][CH2:10][C:11]1[N:16]=[C:15]([CH3:17])[C:14]([NH:18][C:19]([NH:21][CH2:22][C:23]2[N:27]([C:28]3[CH:33]=[CH:32][CH:31]=[C:30]([Cl:34])[CH:29]=3)[N:26]=[C:25]([C:35]([F:38])([F:37])[F:36])[CH:24]=2)=[O:20])=[CH:13][CH:12]=1)(C(C)(C)C)(C)C.Cl, predict the reaction product. The product is: [Cl:34][C:30]1[CH:29]=[C:28]([N:27]2[C:23]([CH2:22][NH:21][C:19]([NH:18][C:14]3[C:15]([CH3:17])=[N:16][C:11]([CH2:10][CH2:9][OH:8])=[CH:12][CH:13]=3)=[O:20])=[CH:24][C:25]([C:35]([F:38])([F:36])[F:37])=[N:26]2)[CH:33]=[CH:32][CH:31]=1. (5) Given the reactants [F:1][C:2]1[CH:3]=[C:4]2[C:8](=[CH:9][CH:10]=1)[NH:7][C:6](=[O:11])[CH2:5]2.N1([C:17]([C:19]2[C:20]([CH3:27])=[C:21]([CH:25]=O)[NH:22][C:23]=2[CH3:24])=[O:18])C=CN=C1.[NH2:28][CH2:29][C@@H:30]([OH:38])[CH2:31][N:32]1[CH2:37][CH2:36][O:35][CH2:34][CH2:33]1.C(N(CC)CC)C, predict the reaction product. The product is: [F:1][C:2]1[CH:3]=[C:4]2[C:8](=[CH:9][CH:10]=1)[NH:7][C:6](=[O:11])/[C:5]/2=[CH:25]\[C:21]1[NH:22][C:23]([CH3:24])=[C:19]([C:17]([NH:28][CH2:29][C@@H:30]([OH:38])[CH2:31][N:32]2[CH2:33][CH2:34][O:35][CH2:36][CH2:37]2)=[O:18])[C:20]=1[CH3:27]. (6) Given the reactants [N+:1]([C:4]1[CH:9]=[CH:8][CH:7]=[CH:6][C:5]=1[C:10]1[C:19]2[C:14](=[CH:15][CH:16]=[CH:17][CH:18]=2)[CH:13]=[CH:12][CH:11]=1)([O-:3])=[O:2].BrC1C=C([N:27]2[C:39]3[CH:38]=[CH:37][CH:36]=[CH:35][C:34]=3[C:33]3[C:28]2=[CH:29][CH:30]=[CH:31][CH:32]=3)C=CC=1[N+]([O-])=O, predict the reaction product. The product is: [N+:1]([C:4]1[CH:9]=[CH:8][C:7]([N:27]2[C:39]3[CH:38]=[CH:37][CH:36]=[CH:35][C:34]=3[C:33]3[C:28]2=[CH:29][CH:30]=[CH:31][CH:32]=3)=[CH:6][C:5]=1[C:10]1[C:19]2[C:14](=[CH:15][CH:16]=[CH:17][CH:18]=2)[CH:13]=[CH:12][CH:11]=1)([O-:3])=[O:2].